Task: Predict the reaction yield, written as a fraction of the theoretical maximum amount of product (1.0 means a 100% yield; for example, 0.34 means a 34% yield).. Dataset: Reaction yield outcomes from USPTO patents with 853,638 reactions (1) The reactants are [CH2:1]([NH:8][C:9]1[N:14]2[N:15]=[CH:16][C:17]([C:18]([NH:20][S:21]([CH3:24])(=[O:23])=[O:22])=[O:19])=[C:13]2[N:12]=[CH:11][C:10]=1[C:25]([N:27]1[CH2:32][CH2:31][C:30]2([C:40]3[C:35](=[CH:36][CH:37]=[CH:38][CH:39]=3)[N:34](C(OC(C)(C)C)=O)[CH2:33]2)[CH2:29][CH2:28]1)=[O:26])[C:2]1[CH:7]=[CH:6][CH:5]=[CH:4][CH:3]=1. The catalyst is Cl.O1CCOCC1. The product is [CH2:1]([NH:8][C:9]1[N:14]2[N:15]=[CH:16][C:17]([C:18]([NH:20][S:21]([CH3:24])(=[O:22])=[O:23])=[O:19])=[C:13]2[N:12]=[CH:11][C:10]=1[C:25]([N:27]1[CH2:32][CH2:31][C:30]2([C:40]3[C:35](=[CH:36][CH:37]=[CH:38][CH:39]=3)[NH:34][CH2:33]2)[CH2:29][CH2:28]1)=[O:26])[C:2]1[CH:3]=[CH:4][CH:5]=[CH:6][CH:7]=1. The yield is 0.420. (2) The reactants are [CH2:1]([C:3]1[NH:4][C:5]2[C:10]([C:11]=1[CH:12]1[CH2:17][CH2:16][N:15]([CH2:18][CH2:19][CH2:20][S:21][C:22]3[CH:27]=[CH:26][C:25]([F:28])=[CH:24][CH:23]=3)[CH2:14][CH2:13]1)=[CH:9][CH:8]=[C:7]([F:29])[CH:6]=2)[CH3:2].[CH2:30]([O:32][C:33](=[O:41])[C:34]1[CH:39]=[CH:38][C:37](I)=[CH:36][CH:35]=1)[CH3:31].C(=O)([O-])[O-].[K+].[K+].CN1C(=O)CCC1. The catalyst is [Cu](I)I.[O-2].[Zn+2].O. The product is [CH2:30]([O:32][C:33](=[O:41])[C:34]1[CH:39]=[CH:38][C:37]([N:4]2[C:5]3[C:10](=[CH:9][CH:8]=[C:7]([F:29])[CH:6]=3)[C:11]([CH:12]3[CH2:17][CH2:16][N:15]([CH2:18][CH2:19][CH2:20][S:21][C:22]4[CH:23]=[CH:24][C:25]([F:28])=[CH:26][CH:27]=4)[CH2:14][CH2:13]3)=[C:3]2[CH2:1][CH3:2])=[CH:36][CH:35]=1)[CH3:31]. The yield is 0.260. (3) The reactants are [CH:1]([C:3]1[CH:4]=[CH:5][C:6]2[O:12][CH2:11][CH2:10][N:9]([C:13]([O:15][C:16]([CH3:19])([CH3:18])[CH3:17])=[O:14])[CH2:8][C:7]=2[CH:20]=1)=[O:2].CC(=C(C)C)C.[O-:27]Cl=O.[Na+]. The catalyst is C1COCC1.CC(O)(C)C.O. The product is [C:16]([O:15][C:13]([N:9]1[CH2:8][C:7]2[CH:20]=[C:3]([C:1]([OH:27])=[O:2])[CH:4]=[CH:5][C:6]=2[O:12][CH2:11][CH2:10]1)=[O:14])([CH3:17])([CH3:19])[CH3:18]. The yield is 0.970. (4) The reactants are [CH2:1]([N:8]1[CH2:13][CH2:12][N:11]([C:14]2[CH:15]=[C:16]3[C:20](=[CH:21][CH:22]=2)[NH:19][N:18]=[C:17]3[S:23]([C:26]2[CH:31]=[CH:30][CH:29]=[CH:28][CH:27]=2)(=[O:25])=[O:24])[CH2:10][CH2:9]1)[C:2]1[CH:7]=[CH:6][CH:5]=[CH:4][CH:3]=1.[H-].[Na+].[CH3:34]I. The catalyst is C1COCC1.O.CCOC(C)=O. The product is [CH2:1]([N:8]1[CH2:9][CH2:10][N:11]([C:14]2[CH:15]=[C:16]3[C:20](=[CH:21][CH:22]=2)[N:19]([CH3:34])[N:18]=[C:17]3[S:23]([C:26]2[CH:31]=[CH:30][CH:29]=[CH:28][CH:27]=2)(=[O:24])=[O:25])[CH2:12][CH2:13]1)[C:2]1[CH:3]=[CH:4][CH:5]=[CH:6][CH:7]=1. The yield is 0.430.